This data is from Reaction yield outcomes from USPTO patents with 853,638 reactions. The task is: Predict the reaction yield, written as a fraction of the theoretical maximum amount of product (1.0 means a 100% yield; for example, 0.34 means a 34% yield). (1) The reactants are [CH2:1]([N:4]1[C:8]([C:9](OC)=[O:10])=[CH:7][C:6]([O:13][CH2:14][C:15]2[CH:24]=[CH:23][C:22]3[C:17](=[CH:18][CH:19]=[CH:20][CH:21]=3)[N:16]=2)=[N:5]1)[CH2:2][CH3:3].[H-].[Al+3].[Li+].[H-].[H-].[H-].C(O)C.O. The catalyst is O1CCCC1. The product is [CH2:1]([N:4]1[C:8]([CH2:9][OH:10])=[CH:7][C:6]([O:13][CH2:14][C:15]2[CH:24]=[CH:23][C:22]3[C:17](=[CH:18][CH:19]=[CH:20][CH:21]=3)[N:16]=2)=[N:5]1)[CH2:2][CH3:3]. The yield is 0.780. (2) The reactants are [Br:1][C:2]1[CH:13]=[C:6]2[C:7]([O:9][C:10](=[O:12])[NH:11][C:5]2=[CH:4][C:3]=1[Cl:14])=[O:8].[N+:15]([O-])([O-:17])=[O:16].[K+]. The catalyst is OS(O)(=O)=O. The product is [Br:1][C:2]1[CH:13]=[C:6]2[C:7]([O:9][C:10](=[O:12])[NH:11][C:5]2=[C:4]([N+:15]([O-:17])=[O:16])[C:3]=1[Cl:14])=[O:8]. The yield is 0.500. (3) The reactants are [OH:1][CH2:2][CH2:3][CH2:4][O:5][C:6]1[CH:39]=[CH:38][C:9]([CH2:10][CH2:11][C:12]2[CH:17]=[CH:16][CH:15]=[CH:14][C:13]=2[C:18]2[N:23]=[C:22]([N:24]3[C:28]([C:29]([F:32])([F:31])[F:30])=[C:27]([C:33]([O:35][CH2:36][CH3:37])=[O:34])[CH:26]=[N:25]3)[CH:21]=[CH:20][CH:19]=2)=[C:8]([CH3:40])[CH:7]=1.[CH3:41][S:42](Cl)(=[O:44])=[O:43].C(N(CC)CC)C. The catalyst is ClCCl. The product is [CH3:40][C:8]1[CH:7]=[C:6]([O:5][CH2:4][CH2:3][CH2:2][O:1][S:42]([CH3:41])(=[O:44])=[O:43])[CH:39]=[CH:38][C:9]=1[CH2:10][CH2:11][C:12]1[CH:17]=[CH:16][CH:15]=[CH:14][C:13]=1[C:18]1[N:23]=[C:22]([N:24]2[C:28]([C:29]([F:30])([F:32])[F:31])=[C:27]([C:33]([O:35][CH2:36][CH3:37])=[O:34])[CH:26]=[N:25]2)[CH:21]=[CH:20][CH:19]=1. The yield is 0.800. (4) The reactants are [CH3:1][O:2][C@H:3]1[C@@H:8]([NH:9]C(=O)OC(C)(C)C)[CH2:7][CH2:6][N:5]([CH2:17][CH2:18][N:19]2[C:28]3[C:23](=[CH:24][CH:25]=[C:26]([O:29][CH3:30])[CH:27]=3)[N:22]=[CH:21][C:20]2=[O:31])[CH2:4]1.FC(F)(F)C(O)=O. No catalyst specified. The product is [NH2:9][C@H:8]1[CH2:7][CH2:6][N:5]([CH2:17][CH2:18][N:19]2[C:28]3[C:23](=[CH:24][CH:25]=[C:26]([O:29][CH3:30])[CH:27]=3)[N:22]=[CH:21][C:20]2=[O:31])[CH2:4][C@H:3]1[O:2][CH3:1]. The yield is 0.910. (5) The yield is 0.900. The reactants are [Cl:1][C:2]1[CH:3]=[C:4]([OH:11])[CH:5]=[C:6]([F:10])[C:7]=1[CH2:8][OH:9].[CH3:12][O:13][CH2:14][CH2:15][CH2:16]OS(C1C=CC(C)=CC=1)(=O)=O. The product is [Cl:1][C:2]1[CH:3]=[C:4]([O:11][CH2:16][CH2:15][CH2:14][O:13][CH3:12])[CH:5]=[C:6]([F:10])[C:7]=1[CH2:8][OH:9]. No catalyst specified. (6) The reactants are C([O:8][C@H:9]1[C@@H:14]([O:15]CC2C=CC=CC=2)[C@H:13]([O:23]CC2C=CC=CC=2)[C@@H:12]([CH2:31][O:32]CC2C=CC=CC=2)[O:11][C@:10]21[CH2:48][CH2:47][C:46]1[C:41](=[CH:42][CH:43]=[C:44]([O:49]CC3C=CC=CC=3)[CH:45]=1)[O:40]2)C1C=CC=CC=1.C(O)(=O)C.O1CCOCC1. The catalyst is CCOC(C)=O.CO.[OH-].[OH-].[Pd+2]. The product is [OH:32][CH2:31][C@H:12]1[O:11][C@@:10]2([CH2:48][CH2:47][C:46]3[C:41](=[CH:42][CH:43]=[C:44]([OH:49])[CH:45]=3)[O:40]2)[C@@H:9]([OH:8])[C@@H:14]([OH:15])[C@@H:13]1[OH:23]. The yield is 0.890.